This data is from Catalyst prediction with 721,799 reactions and 888 catalyst types from USPTO. The task is: Predict which catalyst facilitates the given reaction. (1) Reactant: [Br:1][C:2]1[CH:7]=[CH:6][N:5]=[C:4]([NH:8][NH2:9])[CH:3]=1.[Cl:10][C:11]1[CH:19]=[CH:18][CH:17]=[CH:16][C:12]=1[C:13](Cl)=O. Product: [Br:1][C:2]1[CH:7]=[CH:6][N:5]2[C:13]([C:12]3[CH:16]=[CH:17][CH:18]=[CH:19][C:11]=3[Cl:10])=[N:9][N:8]=[C:4]2[CH:3]=1. The catalyst class is: 5. (2) Reactant: [NH2:1][C:2]1[C:7]([C:8]([O:10]C)=[O:9])=[C:6]([OH:12])[C:5]([Br:13])=[CH:4][CH:3]=1.O.[OH-].[Li+].O. Product: [NH2:1][C:2]1[C:7]([C:8]([OH:10])=[O:9])=[C:6]([OH:12])[C:5]([Br:13])=[CH:4][CH:3]=1. The catalyst class is: 12.